From a dataset of NCI-60 drug combinations with 297,098 pairs across 59 cell lines. Regression. Given two drug SMILES strings and cell line genomic features, predict the synergy score measuring deviation from expected non-interaction effect. (1) Synergy scores: CSS=22.6, Synergy_ZIP=-0.548, Synergy_Bliss=-0.769, Synergy_Loewe=-19.4, Synergy_HSA=-1.05. Drug 1: CC1C(C(CC(O1)OC2CC(OC(C2O)C)OC3=CC4=CC5=C(C(=O)C(C(C5)C(C(=O)C(C(C)O)O)OC)OC6CC(C(C(O6)C)O)OC7CC(C(C(O7)C)O)OC8CC(C(C(O8)C)O)(C)O)C(=C4C(=C3C)O)O)O)O. Drug 2: C(CC(=O)O)C(=O)CN.Cl. Cell line: COLO 205. (2) Drug 1: CC1=C(C=C(C=C1)NC2=NC=CC(=N2)N(C)C3=CC4=NN(C(=C4C=C3)C)C)S(=O)(=O)N.Cl. Drug 2: CNC(=O)C1=NC=CC(=C1)OC2=CC=C(C=C2)NC(=O)NC3=CC(=C(C=C3)Cl)C(F)(F)F. Cell line: SK-MEL-28. Synergy scores: CSS=8.47, Synergy_ZIP=-4.27, Synergy_Bliss=-3.10, Synergy_Loewe=-15.1, Synergy_HSA=-6.59. (3) Drug 1: CN1CCC(CC1)COC2=C(C=C3C(=C2)N=CN=C3NC4=C(C=C(C=C4)Br)F)OC. Drug 2: CCC1(C2=C(COC1=O)C(=O)N3CC4=CC5=C(C=CC(=C5CN(C)C)O)N=C4C3=C2)O.Cl. Cell line: EKVX. Synergy scores: CSS=18.5, Synergy_ZIP=-5.18, Synergy_Bliss=-2.11, Synergy_Loewe=-1.13, Synergy_HSA=-1.06. (4) Drug 2: C1=CC=C(C=C1)NC(=O)CCCCCCC(=O)NO. Synergy scores: CSS=25.0, Synergy_ZIP=-5.08, Synergy_Bliss=6.50, Synergy_Loewe=3.50, Synergy_HSA=4.88. Cell line: MDA-MB-435. Drug 1: CC1OCC2C(O1)C(C(C(O2)OC3C4COC(=O)C4C(C5=CC6=C(C=C35)OCO6)C7=CC(=C(C(=C7)OC)O)OC)O)O. (5) Drug 1: CC1=CC=C(C=C1)C2=CC(=NN2C3=CC=C(C=C3)S(=O)(=O)N)C(F)(F)F. Drug 2: CN(C(=O)NC(C=O)C(C(C(CO)O)O)O)N=O. Cell line: SW-620. Synergy scores: CSS=7.19, Synergy_ZIP=-2.43, Synergy_Bliss=1.50, Synergy_Loewe=-1.10, Synergy_HSA=0.0622. (6) Drug 1: C1CC(=O)NC(=O)C1N2CC3=C(C2=O)C=CC=C3N. Drug 2: C1CNP(=O)(OC1)N(CCCl)CCCl. Cell line: SF-268. Synergy scores: CSS=1.07, Synergy_ZIP=3.73, Synergy_Bliss=2.97, Synergy_Loewe=2.93, Synergy_HSA=1.69.